This data is from Catalyst prediction with 721,799 reactions and 888 catalyst types from USPTO. The task is: Predict which catalyst facilitates the given reaction. Product: [F:1][C:2]1[CH:8]=[CH:7][C:6]([N:9]2[CH2:14][CH2:13][O:12][CH2:11][CH2:10]2)=[CH:5][C:3]=1[N:4]1[C:25](=[O:26])[CH:24]=[C:23]([CH3:29])[N:19]=[C:20]1[CH3:22]. Reactant: [F:1][C:2]1[CH:8]=[CH:7][C:6]([N:9]2[CH2:14][CH2:13][O:12][CH2:11][CH2:10]2)=[CH:5][C:3]=1[NH2:4].C[Al](C)C.[NH:19](/[C:23](/[CH3:29])=[CH:24]\[C:25](OC)=[O:26])[C:20]([CH3:22])=O. The catalyst class is: 2.